This data is from Reaction yield outcomes from USPTO patents with 853,638 reactions. The task is: Predict the reaction yield, written as a fraction of the theoretical maximum amount of product (1.0 means a 100% yield; for example, 0.34 means a 34% yield). (1) The reactants are Cl[C:2]([O:4][CH3:5])=[O:3].[NH2:6][C:7]1[CH:12]=[CH:11][CH:10]=[CH:9][C:8]=1[C:13](=[C:27]1[CH2:32][CH2:31][N:30]([CH2:33][CH2:34][CH2:35][CH3:36])[CH2:29][CH2:28]1)[C:14]1[CH:26]=[CH:25][C:17]([C:18]([N:20]([CH2:23][CH3:24])[CH2:21][CH3:22])=[O:19])=[CH:16][CH:15]=1.C(O)(C(F)(F)F)=O. The catalyst is C1(C)C=CC=CC=1.C(Cl)Cl.[Zn]. The product is [CH3:5][O:4][C:2](=[O:3])[NH:6][C:7]1[CH:12]=[CH:11][CH:10]=[CH:9][C:8]=1[C:13](=[C:27]1[CH2:32][CH2:31][N:30]([CH2:33][CH2:34][CH2:35][CH3:36])[CH2:29][CH2:28]1)[C:14]1[CH:26]=[CH:25][C:17]([C:18]([N:20]([CH2:23][CH3:24])[CH2:21][CH3:22])=[O:19])=[CH:16][CH:15]=1. The yield is 0.170. (2) The reactants are [Cl:1][C:2]1[CH:7]=[CH:6][C:5]([N:8]=[C:9]=[S:10])=[CH:4][CH:3]=1.[CH2:11]1[C:19]2[C:14](=[CH:15][CH:16]=[CH:17][CH:18]=2)[CH2:13][NH:12]1. The catalyst is C(O)C. The product is [Cl:1][C:2]1[CH:7]=[CH:6][C:5]([NH:8][C:9]([N:12]2[CH2:13][C:14]3[C:19](=[CH:18][CH:17]=[CH:16][CH:15]=3)[CH2:11]2)=[S:10])=[CH:4][CH:3]=1. The yield is 0.970. (3) The reactants are [Br:1][C:2]1[CH:3]=[C:4]([CH:6]=[C:7]([C:9]([F:12])([F:11])[F:10])[CH:8]=1)[NH2:5].[CH3:13][S:14](Cl)(=[O:16])=[O:15]. No catalyst specified. The product is [Br:1][C:2]1[CH:3]=[C:4]([NH:5][S:14]([CH3:13])(=[O:16])=[O:15])[CH:6]=[C:7]([C:9]([F:10])([F:11])[F:12])[CH:8]=1. The yield is 0.970.